Task: Regression. Given two drug SMILES strings and cell line genomic features, predict the synergy score measuring deviation from expected non-interaction effect.. Dataset: NCI-60 drug combinations with 297,098 pairs across 59 cell lines (1) Drug 1: CC1=C(C(=O)C2=C(C1=O)N3CC4C(C3(C2COC(=O)N)OC)N4)N. Drug 2: CC1C(C(CC(O1)OC2CC(CC3=C2C(=C4C(=C3O)C(=O)C5=C(C4=O)C(=CC=C5)OC)O)(C(=O)CO)O)N)O.Cl. Cell line: 786-0. Synergy scores: CSS=55.1, Synergy_ZIP=-1.60, Synergy_Bliss=0.537, Synergy_Loewe=-0.867, Synergy_HSA=2.55. (2) Synergy scores: CSS=3.57, Synergy_ZIP=-0.287, Synergy_Bliss=1.67, Synergy_Loewe=-4.39, Synergy_HSA=-0.406. Drug 2: C1=NC(=NC(=O)N1C2C(C(C(O2)CO)O)O)N. Cell line: A498. Drug 1: CC12CCC(CC1=CCC3C2CCC4(C3CC=C4C5=CN=CC=C5)C)O. (3) Drug 1: CC1CCC2CC(C(=CC=CC=CC(CC(C(=O)C(C(C(=CC(C(=O)CC(OC(=O)C3CCCCN3C(=O)C(=O)C1(O2)O)C(C)CC4CCC(C(C4)OC)O)C)C)O)OC)C)C)C)OC. Drug 2: CCN(CC)CCCC(C)NC1=C2C=C(C=CC2=NC3=C1C=CC(=C3)Cl)OC. Cell line: RXF 393. Synergy scores: CSS=13.6, Synergy_ZIP=-4.36, Synergy_Bliss=-2.01, Synergy_Loewe=-10.7, Synergy_HSA=-0.819. (4) Drug 1: CC1C(C(=O)NC(C(=O)N2CCCC2C(=O)N(CC(=O)N(C(C(=O)O1)C(C)C)C)C)C(C)C)NC(=O)C3=C4C(=C(C=C3)C)OC5=C(C(=O)C(=C(C5=N4)C(=O)NC6C(OC(=O)C(N(C(=O)CN(C(=O)C7CCCN7C(=O)C(NC6=O)C(C)C)C)C)C(C)C)C)N)C. Drug 2: CCC1(CC2CC(C3=C(CCN(C2)C1)C4=CC=CC=C4N3)(C5=C(C=C6C(=C5)C78CCN9C7C(C=CC9)(C(C(C8N6C=O)(C(=O)OC)O)OC(=O)C)CC)OC)C(=O)OC)O.OS(=O)(=O)O. Cell line: NCI-H460. Synergy scores: CSS=12.3, Synergy_ZIP=-9.91, Synergy_Bliss=-21.2, Synergy_Loewe=-45.8, Synergy_HSA=-25.3.